This data is from Full USPTO retrosynthesis dataset with 1.9M reactions from patents (1976-2016). The task is: Predict the reactants needed to synthesize the given product. (1) Given the product [Cl:1][C:2]1[C:3]([CH3:18])=[C:4]([NH:10][C@@H:11]([C:12]2[O:14][N:68]=[C:60]([C:61]3[CH:66]=[CH:65][CH:64]=[CH:63][CH:62]=3)[N:67]=2)[C@H:15]([OH:17])[CH3:16])[CH:5]=[CH:6][C:7]=1[C:8]#[N:9], predict the reactants needed to synthesize it. The reactants are: [Cl:1][C:2]1[C:3]([CH3:18])=[C:4]([NH:10][C@H:11]([C@H:15]([OH:17])[CH3:16])[C:12]([OH:14])=O)[CH:5]=[CH:6][C:7]=1[C:8]#[N:9].F[B-](F)(F)F.N1(OC(N(C)C)=[N+](C)C)C2C=CC=CC=2N=N1.C(N(C(C)C)CC)(C)C.C1C=CC2N(O)N=NC=2C=1.[C:60](=[N:68]O)([NH2:67])[C:61]1[CH:66]=[CH:65][CH:64]=[CH:63][CH:62]=1. (2) Given the product [S:21]([OH:24])([O:11][CH2:10][CH2:9][NH:8][CH2:1][C:2]1[CH:7]=[CH:6][CH:5]=[CH:4][CH:3]=1)(=[O:23])=[O:22], predict the reactants needed to synthesize it. The reactants are: [CH2:1]([NH:8][CH2:9][CH2:10][OH:11])[C:2]1[CH:7]=[CH:6][CH:5]=[CH:4][CH:3]=1.COCCOCCOC.[S:21](=O)(=[O:24])([OH:23])[OH:22].CO. (3) Given the product [CH:11]([C:14]1[CH:18]=[C:17]([NH:19][C:2](=[O:3])[O:4][C:5]2[CH:10]=[CH:9][CH:8]=[CH:7][CH:6]=2)[N:16]([C:20]2[CH:21]=[CH:22][C:23]([CH3:26])=[CH:24][CH:25]=2)[N:15]=1)([CH3:13])[CH3:12], predict the reactants needed to synthesize it. The reactants are: Cl[C:2]([O:4][C:5]1[CH:10]=[CH:9][CH:8]=[CH:7][CH:6]=1)=[O:3].[CH:11]([C:14]1[CH:18]=[C:17]([NH2:19])[N:16]([C:20]2[CH:25]=[CH:24][C:23]([CH3:26])=[CH:22][CH:21]=2)[N:15]=1)([CH3:13])[CH3:12].C([O-])(O)=O.[Na+]. (4) Given the product [CH2:1]([O:8][N:9]1[C:14]2[N:15]=[CH:16][N:17]=[C:18]([CH3:19])[C:13]=2[C:12]([NH:24][CH2:27][C:28]2[CH:6]=[CH:7][CH:2]=[C:3]([C:30]([F:43])([F:42])[F:29])[CH:4]=2)=[CH:11][C:10]1=[O:21])[C:2]1[CH:7]=[CH:6][CH:5]=[CH:4][CH:3]=1, predict the reactants needed to synthesize it. The reactants are: [CH2:1]([O:8][N:9]1[C:14]2[N:15]=[CH:16][N:17]=[C:18]([CH3:19])[C:13]=2[C:12](O)=[CH:11][C:10]1=[O:21])[C:2]1[CH:7]=[CH:6][CH:5]=[CH:4][CH:3]=1.C([N:24]([CH2:27][CH3:28])CC)C.[F:29][C:30]([F:43])([F:42])S(OS([C:30]([F:43])([F:42])[F:29])(=O)=O)(=O)=O. (5) Given the product [CH3:18][O:17][C:4]1[CH:3]=[C:2]([C:19]2[CH:24]=[CH:23][CH:22]=[CH:21][CH:20]=2)[N:7]=[C:6]([N:8]2[CH:12]=[CH:11][C:10]([C:13]([F:16])([F:15])[F:14])=[N:9]2)[N:5]=1, predict the reactants needed to synthesize it. The reactants are: Cl[C:2]1[N:7]=[C:6]([N:8]2[CH:12]=[CH:11][C:10]([C:13]([F:16])([F:15])[F:14])=[N:9]2)[N:5]=[C:4]([O:17][CH3:18])[CH:3]=1.[C:19]1(B(O)O)[CH:24]=[CH:23][CH:22]=[CH:21][CH:20]=1.C1(P(C2C=CC=CC=2)C2C=CC=CC=2)C=CC=CC=1.C(=O)([O-])[O-].[Na+].[Na+].